Dataset: Peptide-MHC class II binding affinity with 134,281 pairs from IEDB. Task: Regression. Given a peptide amino acid sequence and an MHC pseudo amino acid sequence, predict their binding affinity value. This is MHC class II binding data. (1) The binding affinity (normalized) is 0.266. The MHC is DRB1_1101 with pseudo-sequence DRB1_1101. The peptide sequence is DLPTHENHGLKTRQE. (2) The peptide sequence is LALARAQRMQTARVL. The MHC is DRB1_0701 with pseudo-sequence DRB1_0701. The binding affinity (normalized) is 0.388.